Dataset: Reaction yield outcomes from USPTO patents with 853,638 reactions. Task: Predict the reaction yield, written as a fraction of the theoretical maximum amount of product (1.0 means a 100% yield; for example, 0.34 means a 34% yield). (1) The reactants are [CH3:1][O:2][C@@H:3]([C@@H:24]1[CH2:28][CH2:27][CH2:26][NH:25]1)[C@@H:4]([CH3:23])[C:5]([NH:7][C@H:8]([C:16]([O:18][C:19]([CH3:22])([CH3:21])[CH3:20])=[O:17])[CH2:9][C:10]1[CH:15]=[CH:14][CH:13]=[CH:12][CH:11]=1)=[O:6].[CH:29]1[C:41]2[CH:40]([CH2:42][O:43][C:44]([NH:46][C:47]([CH3:72])([C:49]([NH:51][C@H:52]([C:56]([N:58]([C@@H:60]([C@@H:68]([CH3:71])[CH2:69][CH3:70])[C@H:61]([O:66][CH3:67])[CH2:62][C:63](O)=[O:64])[CH3:59])=[O:57])[CH:53]([CH3:55])[CH3:54])=[O:50])[CH3:48])=[O:45])[C:39]3[C:34](=[CH:35][CH:36]=[CH:37][CH:38]=3)[C:33]=2[CH:32]=[CH:31][CH:30]=1.CN(C(ON1N=NC2C=CC=NC1=2)=[N+](C)C)C.F[P-](F)(F)(F)(F)F.CCN(C(C)C)C(C)C. The catalyst is ClCCl.CN(C=O)C.C(OCC)(=O)C. The product is [CH:29]1[C:41]2[CH:40]([CH2:42][O:43][C:44]([NH:46][C:47]([CH3:72])([C:49]([NH:51][C@H:52]([C:56]([N:58]([C@@H:60]([C@@H:68]([CH3:71])[CH2:69][CH3:70])[C@H:61]([O:66][CH3:67])[CH2:62][C:63]([N:25]3[CH2:26][CH2:27][CH2:28][C@H:24]3[C@H:3]([O:2][CH3:1])[C@@H:4]([CH3:23])[C:5]([NH:7][C@@H:8]([CH2:9][C:10]3[CH:11]=[CH:12][CH:13]=[CH:14][CH:15]=3)[C:16]([O:18][C:19]([CH3:22])([CH3:21])[CH3:20])=[O:17])=[O:6])=[O:64])[CH3:59])=[O:57])[CH:53]([CH3:55])[CH3:54])=[O:50])[CH3:48])=[O:45])[C:39]3[C:34](=[CH:35][CH:36]=[CH:37][CH:38]=3)[C:33]=2[CH:32]=[CH:31][CH:30]=1. The yield is 0.620. (2) The reactants are CCO.C1(C)C(S([N:13]2[CH:17]=[CH:16][CH:15]=[C:14]2[C:18](=[O:32])[C:19]2[CH:24]=[CH:23][C:22]([NH:25]C(=O)C(F)(F)F)=[CH:21][CH:20]=2)(=O)=O)=CC=CC=1.[OH-].[K+]. The catalyst is CCOC(C)=O. The product is [NH2:25][C:22]1[CH:23]=[CH:24][C:19]([C:18]([C:14]2[NH:13][CH:17]=[CH:16][CH:15]=2)=[O:32])=[CH:20][CH:21]=1. The yield is 0.940. (3) The reactants are [CH:1]1([NH:4][C:5]2[N:6]=[CH:7][C:8]3[CH2:14][N:13](C(OC(C)(C)C)=O)[CH2:12][CH2:11][C:9]=3[N:10]=2)[CH2:3][CH2:2]1. The catalyst is Cl.CCOC(C)=O. The product is [CH:1]1([NH:4][C:5]2[N:6]=[CH:7][C:8]3[CH2:14][NH:13][CH2:12][CH2:11][C:9]=3[N:10]=2)[CH2:3][CH2:2]1. The yield is 0.896. (4) The reactants are [Br:1][C:2]1[CH:3]=[C:4]2[C:9](=[C:10]3[CH2:14][CH2:13][CH2:12][C:11]=13)[N:8]([C:15]([O:17][C:18]([CH3:21])([CH3:20])[CH3:19])=[O:16])[C:7]([CH3:23])([CH3:22])[C:6](=[O:24])[C:5]2([CH3:26])[CH3:25].[Mn]([O-])(=O)(=O)=[O:28].[K+]. The catalyst is CC(C)=O.C(O)(C)C.C(Cl)(Cl)Cl.[Fe](Cl)(Cl)Cl. The product is [Br:1][C:2]1[CH:3]=[C:4]2[C:9](=[C:10]3[CH2:14][CH2:13][C:12](=[O:28])[C:11]=13)[N:8]([C:15]([O:17][C:18]([CH3:19])([CH3:21])[CH3:20])=[O:16])[C:7]([CH3:23])([CH3:22])[C:6](=[O:24])[C:5]2([CH3:26])[CH3:25]. The yield is 0.310. (5) The reactants are [CH3:1][O:2][C:3]1[C:4]([N+:24]([O-])=O)=[C:5]([N:11]2[CH:15]=[C:14]([CH3:16])[N:13]=[C:12]2[C:17]2[CH:18]=[N:19][CH:20]=[CH:21][C:22]=2[CH3:23])[CH:6]=[C:7]([O:9][CH3:10])[CH:8]=1.C1COCC1.C([O-])=O.[NH4+]. The catalyst is [Pd].CO. The product is [CH3:1][O:2][C:3]1[CH:8]=[C:7]([O:9][CH3:10])[CH:6]=[C:5]([N:11]2[CH:15]=[C:14]([CH3:16])[N:13]=[C:12]2[C:17]2[CH:18]=[N:19][CH:20]=[CH:21][C:22]=2[CH3:23])[C:4]=1[NH2:24]. The yield is 0.640. (6) The reactants are [NH:1]1[CH2:6][CH2:5][CH:4]([OH:7])[CH2:3][CH2:2]1.[C:8]1(=O)[CH2:11][CH2:10][CH2:9]1. The catalyst is C1COCC1. The product is [CH:8]1([N:1]2[CH2:6][CH2:5][CH:4]([OH:7])[CH2:3][CH2:2]2)[CH2:11][CH2:10][CH2:9]1. The yield is 0.380. (7) The reactants are FC(F)(F)S(O[C:7]1[CH:8]2[CH2:14][CH2:13][CH:11]([CH:12]=1)[N:10]([C:15]([O:17][C:18]([CH3:21])([CH3:20])[CH3:19])=[O:16])[CH2:9]2)(=O)=O.[CH3:24][N:25]1[C:29]2=[N:30][CH:31]=[C:32]([N+:35]([O-:37])=[O:36])[C:33]([CH3:34])=[C:28]2[C:27](B2OC(C)(C)C(C)(C)O2)=[CH:26]1.P([O-])([O-])([O-])=O.[K+].[K+].[K+]. The catalyst is C1(P(C2C=CC=CC=2)C2C=CC=CC=2)C=CC=CC=1.C1(P(C2C=CC=CC=2)C2C=CC=CC=2)C=CC=CC=1.C1(P(C2C=CC=CC=2)C2C=CC=CC=2)C=CC=CC=1.C1(P(C2C=CC=CC=2)C2C=CC=CC=2)C=CC=CC=1.[Pd].O1CCOCC1. The product is [CH3:24][N:25]1[C:29]2=[N:30][CH:31]=[C:32]([N+:35]([O-:37])=[O:36])[C:33]([CH3:34])=[C:28]2[C:27]([C:7]2[CH:8]3[CH2:14][CH2:13][CH:11]([CH:12]=2)[N:10]([C:15]([O:17][C:18]([CH3:21])([CH3:20])[CH3:19])=[O:16])[CH2:9]3)=[CH:26]1. The yield is 0.870.